This data is from Merck oncology drug combination screen with 23,052 pairs across 39 cell lines. The task is: Regression. Given two drug SMILES strings and cell line genomic features, predict the synergy score measuring deviation from expected non-interaction effect. (1) Drug 1: COC12C(COC(N)=O)C3=C(C(=O)C(C)=C(N)C3=O)N1CC1NC12. Drug 2: Cn1nnc2c(C(N)=O)ncn2c1=O. Cell line: DLD1. Synergy scores: synergy=-7.62. (2) Drug 1: O=P1(N(CCCl)CCCl)NCCCO1. Drug 2: N#Cc1ccc(Cn2cncc2CN2CCN(c3cccc(Cl)c3)C(=O)C2)cc1. Cell line: LNCAP. Synergy scores: synergy=3.97. (3) Drug 1: NC1(c2ccc(-c3nc4ccn5c(=O)[nH]nc5c4cc3-c3ccccc3)cc2)CCC1. Drug 2: Cn1cc(-c2cnn3c(N)c(Br)c(C4CCCNC4)nc23)cn1. Cell line: UACC62. Synergy scores: synergy=31.7. (4) Drug 1: CN1C(=O)C=CC2(C)C3CCC4(C)C(NC(=O)OCC(F)(F)F)CCC4C3CCC12. Cell line: SW620. Synergy scores: synergy=-7.12. Drug 2: COC1=C2CC(C)CC(OC)C(O)C(C)C=C(C)C(OC(N)=O)C(OC)C=CC=C(C)C(=O)NC(=CC1=O)C2=O.